This data is from Peptide-MHC class I binding affinity with 185,985 pairs from IEDB/IMGT. The task is: Regression. Given a peptide amino acid sequence and an MHC pseudo amino acid sequence, predict their binding affinity value. This is MHC class I binding data. The peptide sequence is KQPEGVILF. The MHC is HLA-B15:03 with pseudo-sequence HLA-B15:03. The binding affinity (normalized) is 0.880.